This data is from Reaction yield outcomes from USPTO patents with 853,638 reactions. The task is: Predict the reaction yield, written as a fraction of the theoretical maximum amount of product (1.0 means a 100% yield; for example, 0.34 means a 34% yield). (1) The reactants are [Cl:1][C:2]1[C:3]([N:8]([CH2:33][O:34][CH2:35][CH2:36][O:37][CH3:38])[S:9]([C:12]2[C:20]3[C:15](=[N:16][CH:17]=[CH:18][CH:19]=3)[S:14][C:13]=2[CH:21](O)[C:22]2[CH:27]=[C:26]3[O:28][CH2:29][O:30][C:25]3=[CH:24][C:23]=2[CH3:31])(=[O:11])=[O:10])=[N:4][O:5][C:6]=1[CH3:7].C([SiH](CC)CC)C.B(F)(F)F.CCOCC. The catalyst is C(Cl)Cl. The product is [Cl:1][C:2]1[C:3]([N:8]([CH2:33][O:34][CH2:35][CH2:36][O:37][CH3:38])[S:9]([C:12]2[C:20]3[C:15](=[N:16][CH:17]=[CH:18][CH:19]=3)[S:14][C:13]=2[CH2:21][C:22]2[CH:27]=[C:26]3[O:28][CH2:29][O:30][C:25]3=[CH:24][C:23]=2[CH3:31])(=[O:11])=[O:10])=[N:4][O:5][C:6]=1[CH3:7]. The yield is 0.530. (2) The reactants are [CH3:1][C:2]1([CH3:23])[C@@H:5]([C:6]([O:8]C(C)(C)C)=[O:7])[CH2:4][C@H:3]1[C:13]([O:15][CH2:16][C:17]1[CH:22]=[CH:21][CH:20]=[CH:19][CH:18]=1)=[O:14].Cl.O1CCOCC1. The catalyst is C(OCC)(=O)C. The product is [CH2:16]([O:15][C:13]([C@@H:3]1[CH2:4][C@H:5]([C:6]([OH:8])=[O:7])[C:2]1([CH3:23])[CH3:1])=[O:14])[C:17]1[CH:22]=[CH:21][CH:20]=[CH:19][CH:18]=1. The yield is 0.972. (3) The reactants are [CH3:1][O:2][C:3](=[O:20])[CH:4](P(O)(O)=O)[NH:5][C:6]([O:8][CH2:9][C:10]1[CH:15]=[CH:14][CH:13]=[CH:12][CH:11]=1)=[O:7].N12CCCN=C1CCCCC2.[CH:32]12[CH:38]([CH:39]=O)[CH:35]([CH2:36][CH2:37]1)[CH2:34][CH2:33]2. The catalyst is ClCCl. The product is [CH3:1][O:2][C:3](=[O:20])[C:4]([NH:5][C:6]([O:8][CH2:9][C:10]1[CH:15]=[CH:14][CH:13]=[CH:12][CH:11]=1)=[O:7])=[CH:39][CH:38]1[CH:35]2[CH2:36][CH2:37][CH:32]1[CH2:33][CH2:34]2. The yield is 0.330. (4) The reactants are [CH2:1]([N:3]([CH2:7][CH3:8])[CH2:4][CH2:5][NH2:6])[CH3:2].S=[C:10]1[CH2:14][S:13][C:12](=[O:15])[NH:11]1.[CH:16]([C:18]1[CH:36]=[CH:35][C:21]([O:22][C:23]2[CH:30]=[CH:29][C:26]([C:27]#[N:28])=[C:25]([C:31]([F:34])([F:33])[F:32])[CH:24]=2)=[C:20]([O:37][CH3:38])[CH:19]=1)=O.CC(C)([O-])C.[K+].[Cl-].[NH4+]. The catalyst is C(O)C. The product is [CH2:1]([N:3]([CH2:7][CH3:8])[CH2:4][CH2:5][NH:6][C:10]1=[N:11][C:12](=[O:15])[S:13]/[C:14]/1=[CH:16]\[C:18]1[CH:36]=[CH:35][C:21]([O:22][C:23]2[CH:30]=[CH:29][C:26]([C:27]#[N:28])=[C:25]([C:31]([F:32])([F:33])[F:34])[CH:24]=2)=[C:20]([O:37][CH3:38])[CH:19]=1)[CH3:2]. The yield is 0.320.